From a dataset of Catalyst prediction with 721,799 reactions and 888 catalyst types from USPTO. Predict which catalyst facilitates the given reaction. (1) Reactant: [NH:1]1[C:9]2[C:4](=[CH:5][CH:6]=[CH:7][CH:8]=2)[CH2:3][CH2:2]1.C(N1[CH:21]=[CH:20][N:19]=[CH:18]1)([N:19]1[CH:20]=[CH:21]N=[CH:18]1)=S.NC1C=[CH:27][C:26]([CH2:29][C:30]([O:32][CH3:33])=[O:31])=[CH:25][C:24]=1[OH:34]. Product: [N:1]1([C:18]2[O:34][C:24]3[CH:25]=[C:26]([CH2:29][C:30]([O:32][CH3:33])=[O:31])[CH:27]=[CH:21][C:20]=3[N:19]=2)[C:9]2[C:4](=[CH:5][CH:6]=[CH:7][CH:8]=2)[CH2:3][CH2:2]1. The catalyst class is: 1. (2) Reactant: [C:1]([O:5][C:6](=[O:18])[NH:7][CH:8]([C:11]1[CH:16]=[CH:15][CH:14]=[C:13]([Cl:17])[CH:12]=1)[CH2:9][OH:10])([CH3:4])([CH3:3])[CH3:2].[F:19][C:20]1[CH:25]=[CH:24][C:23]([NH2:26])=[CH:22][CH:21]=1.CCN=C=NCCCN(C)C.C1C=CC2N(O)N=NC=2C=1.CCN(C(C)C)C(C)C. Product: [C:1]([O:5][C:6](=[O:18])[NH:7][CH:8]([C:11]1[CH:16]=[CH:15][CH:14]=[C:13]([Cl:17])[CH:12]=1)[C:9](=[O:10])[NH:26][C:23]1[CH:24]=[CH:25][C:20]([F:19])=[CH:21][CH:22]=1)([CH3:4])([CH3:2])[CH3:3]. The catalyst class is: 2. (3) Reactant: Br[C:2]1[CH:3]=[C:4]([CH3:11])[C:5](=[O:10])[N:6]([CH2:8][CH3:9])[CH:7]=1.[Cl-].[Li+].C([Mg]Cl)(C)C.[Br:19][C:20]1[CH:25]=[C:24]([C:26]([C:34]2[CH:39]=[CH:38][CH:37]=[C:36]([F:40])[C:35]=2[C:41]#[N:42])=[N:27]S(C(C)(C)C)=O)[CH:23]=[CH:22][N:21]=1.Cl.CO.C([O-])(O)=O.[Na+]. Product: [NH2:42][C:41]1[C:35]2[C:34](=[CH:39][CH:38]=[CH:37][C:36]=2[F:40])[C:26]([C:2]2[CH:3]=[C:4]([CH3:11])[C:5](=[O:10])[N:6]([CH2:8][CH3:9])[CH:7]=2)([C:24]2[CH:23]=[CH:22][N:21]=[C:20]([Br:19])[CH:25]=2)[N:27]=1. The catalyst class is: 1.